Task: Predict the product of the given reaction.. Dataset: Forward reaction prediction with 1.9M reactions from USPTO patents (1976-2016) Given the reactants Cl[C:2]1[C:3]2[N:10]=[C:9]([CH2:11][CH2:12][CH2:13][C:14]([O:16][CH2:17][CH3:18])=[O:15])[S:8][C:4]=2[N:5]=[CH:6][N:7]=1.[CH3:19][O:20][C:21]1[CH:29]=[C:28]2[C:24]([CH:25]=[N:26][NH:27]2)=[CH:23][C:22]=1[NH2:30], predict the reaction product. The product is: [CH3:19][O:20][C:21]1[CH:29]=[C:28]2[C:24]([CH:25]=[N:26][NH:27]2)=[CH:23][C:22]=1[NH:30][C:2]1[C:3]2[N:10]=[C:9]([CH2:11][CH2:12][CH2:13][C:14]([O:16][CH2:17][CH3:18])=[O:15])[S:8][C:4]=2[N:5]=[CH:6][N:7]=1.